From a dataset of Forward reaction prediction with 1.9M reactions from USPTO patents (1976-2016). Predict the product of the given reaction. (1) Given the reactants [F:1][C:2]1[C:7]([F:8])=[CH:6][CH:5]=[C:4]([NH:9][CH:10]=[C:11]([C:17]([O:19][CH2:20][CH3:21])=[O:18])[C:12]([O:14][CH2:15][CH3:16])=[O:13])[C:3]=1[O:22][CH2:23][C@H:24](OS(C)(=O)=O)[CH3:25].C(=O)([O-])[O-].[K+].[K+], predict the reaction product. The product is: [F:8][C:7]1[CH:6]=[CH:5][C:4]2[N:9]([CH:10]=[C:11]([C:17]([O:19][CH2:20][CH3:21])=[O:18])[C:12]([O:14][CH2:15][CH3:16])=[O:13])[C@@H:24]([CH3:25])[CH2:23][O:22][C:3]=2[C:2]=1[F:1]. (2) The product is: [CH3:38][S:39][C:40]1[CH:41]=[CH:42][C:43]([C:46](=[CH:9][CH:10]2[CH2:11][CH2:12][O:13][CH2:14][CH2:15]2)[C:47]([O:49][CH2:50][CH3:51])=[O:48])=[N:44][CH:45]=1. Given the reactants [I-].C1([P+](C2C=CC=CC=2)(C2C=CC=CC=2)[CH2:9][CH:10]2[CH2:15][CH2:14][O:13][CH2:12][CH2:11]2)C=CC=CC=1.C[Si](C)(C)[N-][Si](C)(C)C.[Li+].[CH3:38][S:39][C:40]1[CH:41]=[CH:42][C:43]([C:46](=O)[C:47]([O:49][CH2:50][CH3:51])=[O:48])=[N:44][CH:45]=1.[Cl-].[NH4+], predict the reaction product. (3) Given the reactants C(OC([N:8]1[CH2:13][CH2:12][N:11]([C:14]2[N:19]=[C:18]3[NH:20][C:21]([C:23](=[O:42])[C:24]4[CH:29]=[CH:28][C:27]([C:30]#[N:31])=[C:26]([C:32]5[C:41]6[C:36](=[CH:37][CH:38]=[CH:39][CH:40]=6)[CH:35]=[N:34][CH:33]=5)[CH:25]=4)=[N:22][C:17]3=[CH:16][CH:15]=2)[CH2:10][CH2:9]1)=O)(C)(C)C, predict the reaction product. The product is: [CH:35]1[C:36]2[C:41](=[CH:40][CH:39]=[CH:38][CH:37]=2)[C:32]([C:26]2[CH:25]=[C:24]([C:23]([C:21]3[NH:20][C:18]4=[N:19][C:14]([N:11]5[CH2:10][CH2:9][NH:8][CH2:13][CH2:12]5)=[CH:15][CH:16]=[C:17]4[N:22]=3)=[O:42])[CH:29]=[CH:28][C:27]=2[C:30]#[N:31])=[CH:33][N:34]=1. (4) Given the reactants [C:1]1(=[O:7])[O:6][C:4](=[O:5])[CH2:3][CH2:2]1.[CH3:8][O:9][C:10]1[CH:22]=[CH:21][C:13]([O:14][C:15]2[CH:20]=[CH:19][CH:18]=[CH:17][CH:16]=2)=[CH:12][CH:11]=1.[Cl-].[Al+3].[Cl-].[Cl-], predict the reaction product. The product is: [CH3:8][O:9][C:10]1[CH:22]=[CH:21][C:13]([O:14][C:15]2[CH:20]=[CH:19][C:18]([C:4](=[O:5])[CH2:3][CH2:2][C:1]([OH:6])=[O:7])=[CH:17][CH:16]=2)=[CH:12][CH:11]=1. (5) Given the reactants [CH:1]([N:4]1[C:8]([C:9]2[N:10]=[C:11]3[C:17]4[CH:18]=[CH:19][C:20]([C:22]5[CH:23]=[N:24][N:25]([C:27]([CH3:32])([CH3:31])[C:28](O)=[O:29])[CH:26]=5)=[CH:21][C:16]=4[O:15][CH2:14][CH2:13][N:12]3[CH:33]=2)=[N:7][C:6](C)=[N:5]1)([CH3:3])[CH3:2].C([N:38](CC)C(C)C)(C)C.[Cl-].[NH4+].F[P-](F)(F)(F)(F)F.C[N+](C)=C(N(C)C)ON1C2N=CC=CC=2N=N1.C(=O)(O)[O-].[Na+], predict the reaction product. The product is: [CH:1]([N:4]1[C:8]([C:9]2[N:10]=[C:11]3[C:17]4[CH:18]=[CH:19][C:20]([C:22]5[CH:23]=[N:24][N:25]([C:27]([CH3:31])([CH3:32])[C:28]([NH2:38])=[O:29])[CH:26]=5)=[CH:21][C:16]=4[O:15][CH2:14][CH2:13][N:12]3[CH:33]=2)=[N:7][CH:6]=[N:5]1)([CH3:3])[CH3:2].